From a dataset of Catalyst prediction with 721,799 reactions and 888 catalyst types from USPTO. Predict which catalyst facilitates the given reaction. (1) Reactant: [NH2:1][C:2]1[CH:3]=[C:4]([C:12]([O:14][CH3:15])=[O:13])[C:5]([C:8]([O:10][CH3:11])=[O:9])=[CH:6][CH:7]=1.[C:16]([O-])([O-])=O.[K+].[K+].CN(C)[C:24](=O)[CH3:25].[CH2:28](Cl)[C:29]1[CH:34]=[CH:33][CH:32]=[CH:31][CH:30]=1.[C:36](OC)([CH3:39])([CH3:38])[CH3:37]. Product: [CH2:28]([N:1]([CH2:37][C:36]1[CH:39]=[CH:25][CH:24]=[CH:16][CH:38]=1)[C:2]1[CH:3]=[C:4]([C:12]([O:14][CH3:15])=[O:13])[C:5]([C:8]([O:10][CH3:11])=[O:9])=[CH:6][CH:7]=1)[C:29]1[CH:34]=[CH:33][CH:32]=[CH:31][CH:30]=1. The catalyst class is: 6. (2) Reactant: C(N(CC)CC)C.[F:8][C:9]1[CH:17]=[CH:16][CH:15]=[C:14]([F:18])[C:10]=1[C:11](Cl)=[O:12].[CH3:19][O:20][C:21](=[O:41])[CH:22]([NH2:40])[CH2:23][CH:24]=[CH:25][C:26]1[CH:31]=[CH:30][C:29]([N:32]([CH3:39])[C:33]2[N:38]=[CH:37][CH:36]=[CH:35][N:34]=2)=[CH:28][CH:27]=1.C(=O)([O-])O.[Na+]. Product: [CH3:19][O:20][C:21](=[O:41])[CH:22]([NH:40][C:11](=[O:12])[C:10]1[C:9]([F:8])=[CH:17][CH:16]=[CH:15][C:14]=1[F:18])[CH2:23]/[CH:24]=[CH:25]/[C:26]1[CH:27]=[CH:28][C:29]([N:32]([CH3:39])[C:33]2[N:38]=[CH:37][CH:36]=[CH:35][N:34]=2)=[CH:30][CH:31]=1. The catalyst class is: 4.